This data is from Forward reaction prediction with 1.9M reactions from USPTO patents (1976-2016). The task is: Predict the product of the given reaction. (1) Given the reactants [Cl:1][C:2]1[CH:3]=[C:4]([C:24]2[N:32]=[C:31]([CH3:33])[N:30]=[C:29]3[C:25]=2[N:26]=[CH:27][N:28]3C2CCCCO2)[C:5]([NH:8][C:9]2[C:10]3[CH:11]=[N:12][N:13](C4CCCCO4)[C:14]=3[CH:15]=[CH:16][CH:17]=2)=[N:6][CH:7]=1.C12(CS(O)(=O)=O)C(C)(C)C(CC1)CC2=O, predict the reaction product. The product is: [Cl:1][C:2]1[CH:3]=[C:4]([C:24]2[N:32]=[C:31]([CH3:33])[N:30]=[C:29]3[C:25]=2[N:26]=[CH:27][NH:28]3)[C:5]([NH:8][C:9]2[C:10]3[CH:11]=[N:12][NH:13][C:14]=3[CH:15]=[CH:16][CH:17]=2)=[N:6][CH:7]=1. (2) Given the reactants [Cl:1][C:2]1[S:6][C:5]([O:7][CH2:8][C:9]([O:11]CC)=[O:10])=[CH:4][CH:3]=1.CO.C1COCC1.[Li+].[OH-], predict the reaction product. The product is: [Cl:1][C:2]1[S:6][C:5]([O:7][CH2:8][C:9]([OH:11])=[O:10])=[CH:4][CH:3]=1. (3) Given the reactants Cl.Cl.[Cl:3][C:4]1[C:8]([NH:9][CH2:10][CH3:11])=[CH:7][N:6]([C:12]2[CH:13]=[N:14][CH:15]=[CH:16][CH:17]=2)[N:5]=1.C(N(CC)CC)C.[C:25]([O:28][CH:29]([CH3:33])[C:30](Cl)=[O:31])(=[O:27])[CH3:26], predict the reaction product. The product is: [C:25]([O:28][CH:29]([CH3:33])[C:30]([N:9]([C:8]1[C:4]([Cl:3])=[N:5][N:6]([C:12]2[CH:13]=[N:14][CH:15]=[CH:16][CH:17]=2)[CH:7]=1)[CH2:10][CH3:11])=[O:31])(=[O:27])[CH3:26]. (4) The product is: [NH:1]1[C:9]2[C:4](=[CH:5][CH:6]=[C:7]([NH:10][C:11]3[C:12]4[CH:28]=[CH:27][NH:26][C:13]=4[N:14]=[C:15]([NH:17][C:18]4[CH:19]=[CH:20][C:21]([S:24]([CH3:25])=[O:50])=[CH:22][CH:23]=4)[N:16]=3)[CH:8]=2)[CH:3]=[N:2]1. Given the reactants [NH:1]1[C:9]2[C:4](=[CH:5][CH:6]=[C:7]([NH:10][C:11]3[C:12]4[CH:28]=[CH:27][N:26](S(C5C=CC(C)=CC=5)(=O)=O)[C:13]=4[N:14]=[C:15]([NH:17][C:18]4[CH:23]=[CH:22][C:21]([S:24][CH3:25])=[CH:20][CH:19]=4)[N:16]=3)[CH:8]=2)[CH:3]=[N:2]1.ClC1C=CC=C(C(OO)=O)C=1.[OH-:50].[K+], predict the reaction product.